Dataset: Forward reaction prediction with 1.9M reactions from USPTO patents (1976-2016). Task: Predict the product of the given reaction. (1) Given the reactants [BH4-].[Na+].[C:3]1([N:9]2[C:17]([N:18]=[CH:19][C:20]3[CH:25]=[CH:24][CH:23]=[CH:22][CH:21]=3)=[C:16]3[C:11]([CH:12]=[CH:13][CH:14]=[CH:15]3)=[N:10]2)[CH:8]=[CH:7][CH:6]=[CH:5][CH:4]=1, predict the reaction product. The product is: [CH2:19]([NH:18][C:17]1[N:9]([C:3]2[CH:8]=[CH:7][CH:6]=[CH:5][CH:4]=2)[N:10]=[C:11]2[C:16]=1[CH:15]=[CH:14][CH:13]=[CH:12]2)[C:20]1[CH:21]=[CH:22][CH:23]=[CH:24][CH:25]=1. (2) Given the reactants [Cl:1][C:2]1[CH:3]=[C:4]([C:14]([OH:16])=O)[C:5]2[CH:10]=[N:9][N:8]([CH:11]([CH3:13])[CH3:12])[C:6]=2[N:7]=1.ON1C2N=CC=CC=2N=N1.C(Cl)CCl.[NH2:31][CH2:32][C:33]1[C:34](=[O:41])[NH:35][C:36]([CH3:40])=[CH:37][C:38]=1[CH3:39].CN1CCOCC1, predict the reaction product. The product is: [Cl:1][C:2]1[CH:3]=[C:4]([C:14]([NH:31][CH2:32][C:33]2[C:34](=[O:41])[NH:35][C:36]([CH3:40])=[CH:37][C:38]=2[CH3:39])=[O:16])[C:5]2[CH:10]=[N:9][N:8]([CH:11]([CH3:12])[CH3:13])[C:6]=2[N:7]=1. (3) The product is: [O:33]1[CH2:34][CH2:35][CH:30]([C:28]([NH2:5])=[O:29])[CH2:31][CH2:32]1. Given the reactants C1(C[N:5]([C:28]([CH:30]2[CH2:35][CH2:34][O:33][CH2:32][CH2:31]2)=[O:29])C2C=CC(OC3C=C(C=C(O[C@@H](C)COC)C=3)C(O)=O)=CC=2)CC1.C(Cl)(=O)C(Cl)=O.ClCCl.CN(C=O)C.CN1C=CC(N)=N1, predict the reaction product. (4) Given the reactants [Si]([O:8][C@H:9]1[CH2:13][N:12]([C:14]([O:16][CH2:17][C:18]2[CH:23]=[CH:22][C:21]([N+:24]([O-:26])=[O:25])=[CH:20][CH:19]=2)=[O:15])[C@H:11]([C:27]([C:29]2[N:30]=[CH:31][N:32]3[CH:36]=[C:35]([Sn](CCCC)(CCCC)CCCC)[S:34][C:33]=23)=[O:28])[CH2:10]1)(C(C)(C)C)(C)C.C(=O)([O-])[O-].[K+].[K+], predict the reaction product. The product is: [OH:8][C@H:9]1[CH2:13][N:12]([C:14]([O:16][CH2:17][C:18]2[CH:23]=[CH:22][C:21]([N+:24]([O-:26])=[O:25])=[CH:20][CH:19]=2)=[O:15])[C@H:11]([C:27]([C:29]2[N:30]=[CH:31][N:32]3[CH:36]=[CH:35][S:34][C:33]=23)=[O:28])[CH2:10]1. (5) Given the reactants [CH2:1]([O:3][C:4]([C:6]1[C:10]([CH3:11])=[CH:9][NH:8][C:7]=1[CH2:12][C:13](=O)[NH:14][CH2:15][C:16]1([OH:23])[CH2:21][CH2:20][N:19]([CH3:22])[CH2:18][CH2:17]1)=[O:5])[CH3:2].Cl.[OH-].[Na+], predict the reaction product. The product is: [CH2:1]([O:3][C:4]([C:6]1[C:10]([CH3:11])=[CH:9][NH:8][C:7]=1[CH2:12][CH2:13][NH:14][CH2:15][C:16]1([OH:23])[CH2:17][CH2:18][N:19]([CH3:22])[CH2:20][CH2:21]1)=[O:5])[CH3:2].